This data is from Full USPTO retrosynthesis dataset with 1.9M reactions from patents (1976-2016). The task is: Predict the reactants needed to synthesize the given product. Given the product [C:27]([C:24]1[N:23]=[C:22]([NH:31][CH2:32][CH2:33][CH2:34][O:35][CH3:36])[C:21]([C:19]([N:14]([CH2:15][CH:16]([CH3:17])[CH3:18])[C@H:12]2[CH2:11][C@@H:10]([C:37]([N:44]3[CH2:45][CH2:46][CH2:47][C@@H:43]3[CH2:42][O:41][CH3:40])=[O:39])[CH2:9][N:8]([C:6]([O:5][C:1]([CH3:4])([CH3:2])[CH3:3])=[O:7])[CH2:13]2)=[O:20])=[CH:26][N:25]=1)([CH3:29])([CH3:28])[CH3:30], predict the reactants needed to synthesize it. The reactants are: [C:1]([O:5][C:6]([N:8]1[CH2:13][C@@H:12]([N:14]([C:19]([C:21]2[C:22]([NH:31][CH2:32][CH2:33][CH2:34][O:35][CH3:36])=[N:23][C:24]([C:27]([CH3:30])([CH3:29])[CH3:28])=[N:25][CH:26]=2)=[O:20])[CH2:15][CH:16]([CH3:18])[CH3:17])[CH2:11][C@@H:10]([C:37]([OH:39])=O)[CH2:9]1)=[O:7])([CH3:4])([CH3:3])[CH3:2].[CH3:40][O:41][CH2:42][C@H:43]1[CH2:47][CH2:46][CH2:45][NH:44]1.C1C=CC2N(O)N=NC=2C=1.CCN=C=NCCCN(C)C.Cl.